This data is from Reaction yield outcomes from USPTO patents with 853,638 reactions. The task is: Predict the reaction yield, written as a fraction of the theoretical maximum amount of product (1.0 means a 100% yield; for example, 0.34 means a 34% yield). (1) The reactants are [NH:1]1[CH2:9][CH2:8][CH2:7][CH:3]([C:4]([OH:6])=[O:5])[CH2:2]1.[OH-].[Na+].[CH2:12]([O:19][C:20](Cl)=[O:21])[C:13]1[CH:18]=[CH:17][CH:16]=[CH:15][CH:14]=1.Cl. The catalyst is C(OCC)C. The product is [CH2:12]([O:19][C:20]([N:1]1[CH2:9][CH2:8][CH2:7][CH:3]([C:4]([OH:6])=[O:5])[CH2:2]1)=[O:21])[C:13]1[CH:18]=[CH:17][CH:16]=[CH:15][CH:14]=1. The yield is 1.13. (2) The reactants are C(O[C:4](=O)[C:5]([C:10]1[CH:28]=[CH:27][C:13]2[N:14]=[C:15]([NH:18][C:19]3[C:24]([Cl:25])=[CH:23][CH:22]=[CH:21][C:20]=3[Cl:26])[N:16]([CH3:17])[C:12]=2[C:11]=1[C:29]#[N:30])(C)[C:6](=O)[CH3:7])C.O.S(=O)(=O)(O)[OH:34]. The catalyst is C(O)(=O)C. The product is [Cl:25][C:24]1[CH:23]=[CH:22][CH:21]=[C:20]([Cl:26])[C:19]=1[NH:18][C:15]1[N:16]([CH3:17])[C:12]2[C:11]3[C:29](=[O:34])[NH:30][C:6]([CH3:7])=[C:5]([CH3:4])[C:10]=3[CH:28]=[CH:27][C:13]=2[N:14]=1. The yield is 0.460. (3) The reactants are [Br:1][C:2]1[CH:9]=[C:8]([Cl:10])[CH:7]=[CH:6][C:3]=1[CH:4]=O.C[Si]([C:15]#[N:16])(C)C.C(N(S(F)(F)[F:23])CC)C. The product is [Br:1][C:2]1[CH:9]=[C:8]([Cl:10])[CH:7]=[CH:6][C:3]=1[CH:4]([F:23])[C:15]#[N:16]. The yield is 0.740. The catalyst is C(Cl)Cl.[I-].[Zn+2].[I-]. (4) The reactants are C([Si](C)(C)[O:6][CH2:7][CH2:8][N:9]1[CH:13]=[CH:12][C:11]([NH:14][C:15](=[O:31])[C@@H:16]([C:23]2[CH:28]=[CH:27][C:26]([Cl:29])=[C:25]([Cl:30])[CH:24]=2)[CH2:17][CH:18]2[CH2:22][CH2:21][CH2:20][CH2:19]2)=[N:10]1)(C)(C)C. The catalyst is Cl.C(O)C. The product is [CH:18]1([CH2:17][C@H:16]([C:23]2[CH:28]=[CH:27][C:26]([Cl:29])=[C:25]([Cl:30])[CH:24]=2)[C:15]([NH:14][C:11]2[CH:12]=[CH:13][N:9]([CH2:8][CH2:7][OH:6])[N:10]=2)=[O:31])[CH2:19][CH2:20][CH2:21][CH2:22]1. The yield is 0.900. (5) The product is [NH2:14][C:13]1[CH:15]=[CH:16][C:10]([C:11]2[N:5]([CH:6]3[CH2:8][CH2:7]3)[C:3]3[C:4]([C:12]=2[C:13]#[N:14])=[CH:10][CH:16]=[C:15]([O:20][CH3:17])[CH:2]=3)=[CH:11][CH:12]=1. The catalyst is C1C=CC(P(C2C=CC=CC=2)[C-]2C=CC=C2)=CC=1.C1C=CC(P(C2C=CC=CC=2)[C-]2C=CC=C2)=CC=1.Cl[Pd]Cl.[Fe+2].CN(C=O)C. The reactants are [Li+].[CH3:2][CH:3]([N-:5][CH:6]([CH3:8])[CH3:7])[CH3:4].I[C:10]1[CH:16]=[CH:15][C:13]([NH2:14])=[CH:12][CH:11]=1.[C:17]([O-:20])([O-])=O.[K+].[K+]. The yield is 0.750. (6) The reactants are [NH2:1][C:2]1[CH:7]=[CH:6][C:5]([C:8]2[CH:13]=[CH:12][CH:11]=[C:10]([F:14])[CH:9]=2)=[CH:4][C:3]=1[C:15](=[O:17])[CH3:16].[BH4-].[Na+].S([O-])([O-])(=O)=O.[NH4+].[NH4+].C(OCC)(=O)C. The catalyst is CO. The product is [NH2:1][C:2]1[CH:7]=[CH:6][C:5]([C:8]2[CH:13]=[CH:12][CH:11]=[C:10]([F:14])[CH:9]=2)=[CH:4][C:3]=1[CH:15]([OH:17])[CH3:16]. The yield is 0.670. (7) The reactants are [C:1]1([C@@H:7]2[NH:11][C@H:10]([CH2:12][O:13][C:14]3[CH:23]=[CH:22][C:17]([C:18]([O:20][CH3:21])=[O:19])=[CH:16][CH:15]=3)[CH2:9][CH2:8]2)[CH:6]=[CH:5][CH:4]=[CH:3][CH:2]=1.[Br:24][C:25]1[CH:30]=[CH:29][CH:28]=[CH:27][C:26]=1[NH:31][C:32](=[O:45])[NH:33][C:34]1[CH:39]=[CH:38][C:37]([CH2:40][C:41](O)=[O:42])=[CH:36][C:35]=1[CH3:44].CCN=C=NCCCN(C)C.Cl.O. The catalyst is CN(C=O)C. The product is [Br:24][C:25]1[CH:30]=[CH:29][CH:28]=[CH:27][C:26]=1[NH:31][C:32](=[O:45])[NH:33][C:34]1[CH:39]=[CH:38][C:37]([CH2:40][C:41]([N:11]2[C@@H:7]([C:1]3[CH:2]=[CH:3][CH:4]=[CH:5][CH:6]=3)[CH2:8][CH2:9][C@H:10]2[CH2:12][O:13][C:14]2[CH:15]=[CH:16][C:17]([C:18]([O:20][CH3:21])=[O:19])=[CH:22][CH:23]=2)=[O:42])=[CH:36][C:35]=1[CH3:44]. The yield is 0.900. (8) The reactants are [CH:1]1([NH2:7])[CH2:6][CH2:5][CH2:4][CH2:3][CH2:2]1.C([O:10][C:11]([C:13]1[C:14](=[O:32])[N:15]([CH2:24][C:25]2[CH:30]=[CH:29][C:28]([F:31])=[CH:27][CH:26]=2)[C:16]2[C:21]([C:22]=1[OH:23])=[CH:20][CH:19]=[CH:18][CH:17]=2)=O)C. The catalyst is C1(C)C=CC=CC=1.O. The product is [CH:1]1([NH:7][C:11]([C:13]2[C:14](=[O:32])[N:15]([CH2:24][C:25]3[CH:26]=[CH:27][C:28]([F:31])=[CH:29][CH:30]=3)[C:16]3[C:21]([C:22]=2[OH:23])=[CH:20][CH:19]=[CH:18][CH:17]=3)=[O:10])[CH2:6][CH2:5][CH2:4][CH2:3][CH2:2]1. The yield is 0.870.